From a dataset of Full USPTO retrosynthesis dataset with 1.9M reactions from patents (1976-2016). Predict the reactants needed to synthesize the given product. (1) The reactants are: [C:1]([O:5][C:6]([N:8]1[CH2:12][CH2:11][C@H:10]([NH2:13])[CH2:9]1)=[O:7])([CH3:4])([CH3:3])[CH3:2].Br[C:15]1[CH:20]=[CH:19][C:18]([F:21])=[C:17]([Cl:22])[CH:16]=1.C1C=CC(P(C2C(C3C(P(C4C=CC=CC=4)C4C=CC=CC=4)=CC=C4C=3C=CC=C4)=C3C(C=CC=C3)=CC=2)C2C=CC=CC=2)=CC=1.CC(C)([O-])C.[Na+]. Given the product [C:1]([O:5][C:6]([N:8]1[CH2:12][CH2:11][C@H:10]([NH:13][C:15]2[CH:20]=[CH:19][C:18]([F:21])=[C:17]([Cl:22])[CH:16]=2)[CH2:9]1)=[O:7])([CH3:4])([CH3:2])[CH3:3], predict the reactants needed to synthesize it. (2) Given the product [F:9][C:6]1[CH:7]=[CH:8][C:3]([OH:2])=[CH:4][C:5]=1[NH:10][C:11](=[O:12])[O:13][C:14]([CH3:16])([CH3:15])[CH3:17], predict the reactants needed to synthesize it. The reactants are: C(=O)(OC(C)(C)C)[O:2][C:3]1[CH:8]=[CH:7][C:6]([F:9])=[C:5]([NH:10][C:11]([O:13][C:14]([CH3:17])([CH3:16])[CH3:15])=[O:12])[CH:4]=1.C[O-].[Na+]. (3) Given the product [Cl:1][C:2]1[CH:3]=[C:4]([NH2:18])[C:5]([NH2:6])=[CH:7][C:8]=1[N:9]1[CH2:13][CH2:12][CH2:11][CH:10]1[CH2:14][N:15]([CH3:16])[CH3:17], predict the reactants needed to synthesize it. The reactants are: [Cl:1][C:2]1[C:8]([N:9]2[CH2:13][CH2:12][CH2:11][CH:10]2[CH2:14][N:15]([CH3:17])[CH3:16])=[CH:7][C:5]([NH2:6])=[C:4]([N+:18]([O-])=O)[CH:3]=1. (4) Given the product [CH3:8][C:5]1[CH:6]=[CH:7][C:2]2[NH:1][C:36](=[O:38])[N:9]([CH:10]3[CH2:11][CH2:12][N:13]([C@H:16]4[CH2:21][CH2:20][C@@H:19]([O:22][CH2:23][CH2:24][CH3:25])[CH2:18][CH2:17]4)[CH2:14][CH2:15]3)[C:3]=2[CH:4]=1, predict the reactants needed to synthesize it. The reactants are: [NH2:1][C:2]1[CH:7]=[CH:6][C:5]([CH3:8])=[CH:4][C:3]=1[NH:9][CH:10]1[CH2:15][CH2:14][N:13]([C@H:16]2[CH2:21][CH2:20][C@@H:19]([O:22][CH2:23][CH2:24][CH3:25])[CH2:18][CH2:17]2)[CH2:12][CH2:11]1.C(N(C(C)C)CC)(C)C.Cl[C:36](Cl)([O:38]C(=O)OC(Cl)(Cl)Cl)Cl.O. (5) Given the product [CH:3]1([C:6]([N:8]2[CH2:12][CH2:11][C@H:10]([N:13]([CH3:2])[C:14](=[O:20])[O:15][C:16]([CH3:17])([CH3:19])[CH3:18])[CH2:9]2)=[O:7])[CH2:4][CH2:5]1, predict the reactants needed to synthesize it. The reactants are: I[CH3:2].[CH:3]1([C:6]([N:8]2[CH2:12][CH2:11][C@H:10]([NH:13][C:14](=[O:20])[O:15][C:16]([CH3:19])([CH3:18])[CH3:17])[CH2:9]2)=[O:7])[CH2:5][CH2:4]1.[H-].[Na+].